Task: Predict the product of the given reaction.. Dataset: Forward reaction prediction with 1.9M reactions from USPTO patents (1976-2016) (1) Given the reactants [C:1]1(P(C2C=CC=CC=2)C2C=CC=CC=2)[CH:6]=CC=C[CH:2]=1.C(O)(C)C.N(C(OCC)=O)=NC(OCC)=O.[Br:36][C:37]1[CH:38]=[C:39]2[C:44](=[C:45]([OH:47])[CH:46]=1)[N:43]=[C:42]([Cl:48])[N:41]=[CH:40]2, predict the reaction product. The product is: [Br:36][C:37]1[CH:38]=[C:39]2[C:44](=[C:45]([O:47][CH:1]([CH3:6])[CH3:2])[CH:46]=1)[N:43]=[C:42]([Cl:48])[N:41]=[CH:40]2. (2) Given the reactants [CH3:1][C:2]1([NH:8][C:9](=[O:18])[O:10][CH2:11][C:12]2[CH:17]=[CH:16][CH:15]=[CH:14][CH:13]=2)[CH2:7][CH2:6][NH:5][CH2:4][CH2:3]1.Br[C:20]1[CH:21]=[C:22]([F:44])[CH:23]=[C:24]2[C:29]=1[N:28]=[C:27]([C:30]1[N:34]3[CH:35]=[CH:36][C:37]([O:39][CH2:40][CH2:41][O:42][CH3:43])=[CH:38][C:33]3=[N:32][CH:31]=1)[CH:26]=[CH:25]2.C([O-])([O-])=O.[Cs+].[Cs+].C1C=CC(P(C2C=CC3C(=CC=CC=3)C=2C2C3C(=CC=CC=3)C=CC=2P(C2C=CC=CC=2)C2C=CC=CC=2)C2C=CC=CC=2)=CC=1, predict the reaction product. The product is: [F:44][C:22]1[CH:23]=[C:24]2[C:29](=[C:20]([N:5]3[CH2:4][CH2:3][C:2]([NH:8][C:9](=[O:18])[O:10][CH2:11][C:12]4[CH:17]=[CH:16][CH:15]=[CH:14][CH:13]=4)([CH3:1])[CH2:7][CH2:6]3)[CH:21]=1)[N:28]=[C:27]([C:30]1[N:34]3[CH:35]=[CH:36][C:37]([O:39][CH2:40][CH2:41][O:42][CH3:43])=[CH:38][C:33]3=[N:32][CH:31]=1)[CH:26]=[CH:25]2. (3) Given the reactants [Cl:1][C:2]1[CH:3]=[CH:4][C:5]2[N:6]([CH:8]=[C:9]([C:11]3[CH:12]=[CH:13][C:14]([C:18]([F:21])([F:20])[F:19])=[C:15]([CH:17]=3)[NH2:16])[N:10]=2)[CH:7]=1.C(#N)C.[CH3:25][C:26]([CH3:31])([CH3:30])[C:27](Cl)=[O:28], predict the reaction product. The product is: [Cl:1][C:2]1[CH:3]=[CH:4][C:5]2[N:6]([CH:8]=[C:9]([C:11]3[CH:12]=[CH:13][C:14]([C:18]([F:21])([F:20])[F:19])=[C:15]([NH:16][C:27](=[O:28])[C:26]([CH3:31])([CH3:30])[CH3:25])[CH:17]=3)[N:10]=2)[CH:7]=1. (4) Given the reactants [NH2:1][C:2]1[N:7]=[C:6]([N:8]2[CH2:30][CH2:29][C:11]3([CH2:15][N:14]([C:16]([O:18][CH2:19][C:20]4[CH:25]=[CH:24][CH:23]=[CH:22][CH:21]=4)=[O:17])[C@H:13]([C:26]([OH:28])=[O:27])[CH2:12]3)[CH2:10][CH2:9]2)[CH:5]=[C:4]([O:31][C@H:32]([C:37]2[CH:42]=[CH:41][C:40](Br)=[CH:39][C:38]=2[N:44]2[CH:48]=[CH:47][C:46]([CH3:49])=[N:45]2)[C:33]([F:36])([F:35])[F:34])[N:3]=1.CC1(C)C(C)(C)OB(/[CH:58]=[CH:59]/[C:60]([O:62][CH2:63][CH3:64])=[O:61])O1.[CH2:66](O)C, predict the reaction product. The product is: [NH2:1][C:2]1[N:7]=[C:6]([N:8]2[CH2:30][CH2:29][C:11]3([CH2:15][N:14]([C:16]([O:18][CH2:19]/[C:20](/[CH:25]=[CH2:66])=[CH:21]/[CH:22]=[CH:23]\[CH3:24])=[O:17])[C@H:13]([C:26]([OH:28])=[O:27])[CH2:12]3)[CH2:10][CH2:9]2)[CH:5]=[C:4]([O:31][C@H:32]([C:37]2[CH:42]=[CH:41][C:40](/[CH:58]=[CH:59]/[C:60]([O:62][CH2:63][CH3:64])=[O:61])=[CH:39][C:38]=2[N:44]2[CH:48]=[CH:47][C:46]([CH3:49])=[N:45]2)[C:33]([F:35])([F:34])[F:36])[N:3]=1. (5) Given the reactants [CH2:1]=[CH:2][CH2:3][NH2:4].[CH2:5]1[O:7][CH:6]1[CH2:8][Cl:9].[C:10](=[O:13])([O-:12])[O-:11], predict the reaction product. The product is: [CH2:1]=[CH:2][CH2:3][NH3+:4].[CH2:5]1[O:7][CH:6]1[CH2:8][Cl:9].[C:10]([O-:13])([OH:12])=[O:11]. (6) The product is: [CH3:25][O:24][C:19]1[CH:20]=[CH:21][CH:22]=[CH:23][C:18]=1[NH:17][C:15]1[N:16]=[C:11]2[CH:10]=[CH:9][C:8]([C:4]3[CH:3]=[C:2]([NH:1][S:36]([CH3:35])(=[O:38])=[O:37])[CH:7]=[CH:6][CH:5]=3)=[CH:13][N:12]2[N:14]=1. Given the reactants [NH2:1][C:2]1[CH:3]=[C:4]([C:8]2[CH:9]=[CH:10][C:11]3[N:12]([N:14]=[C:15]([NH:17][C:18]4[CH:23]=[CH:22][CH:21]=[CH:20][C:19]=4[O:24][CH3:25])[N:16]=3)[CH:13]=2)[CH:5]=[CH:6][CH:7]=1.CCN(C(C)C)C(C)C.[CH3:35][S:36](Cl)(=[O:38])=[O:37].O, predict the reaction product. (7) Given the reactants C[C@]12[C@@H]3CC[C@@]4(O[C@@H:68]5[O:73][C@H:72]([CH2:74][OH:75])[C@@H:71]([OH:76])[C@H:70]([O:77][C@@H:68]6[O:73][C@H:72]([CH2:74][OH:75])[C@@H:71]([OH:76])[C@H:70]([OH:77])[C@H:69]6[OH:78])[C@H:69]5[O:78][C@@H:68]5[O:73][C@H:72]([CH2:74][OH:75])[C@@H:71]([OH:76])[C@H:70]([OH:77])[C@H:69]5[OH:78])C(C[C@@]3(C4)CC[C@@H]1[C@@](C(O[C@@H:68]1[O:73][C@H:72]([CH2:74][OH:75])[C@@H:71]([OH:76])[C@H:70]([OH:77])[C@H:69]1[O:78][C@@H:68]1[O:73][C@H:72]([CH2:74][OH:75])[C@@H:71]([OH:76])[C@H:70]([OH:77])[C@H:69]1[OH:78])=O)(C)CCC2)=C.[OH:79][CH2:80][C:81]([C@@H:83]([C@@H:85]([C@@H:87]([CH2:89][OH:90])[OH:88])[OH:86])[OH:84])=[O:82].C(O)[C@@H]([C@@H](CO)O)O, predict the reaction product. The product is: [CH2:80]([OH:79])[C@H:81]1[O:82][C@H:89]([O:90][C@:68]2([CH2:69][OH:78])[O:73][C@H:72]([CH2:74][OH:75])[C@@H:71]([OH:76])[C@@H:70]2[OH:77])[C@H:87]([OH:88])[C@@H:85]([OH:86])[C@@H:83]1[OH:84].